From a dataset of Forward reaction prediction with 1.9M reactions from USPTO patents (1976-2016). Predict the product of the given reaction. (1) Given the reactants [O:1]1[CH2:6][CH2:5][C:4](=[O:7])[CH2:3][CH2:2]1.[CH2:8](O)[CH:9]=[CH2:10].CC1(C)C2C(=C(P(C3C=CC=CC=3)C3C=CC=CC=3)C=CC=2)OC2C(P(C3C=CC=CC=3)C3C=CC=CC=3)=CC=CC1=2.N1CCCC1C(O)=O, predict the reaction product. The product is: [CH2:10]([CH:3]1[C:4](=[O:7])[CH2:5][CH2:6][O:1][CH2:2]1)[CH:9]=[CH2:8]. (2) Given the reactants [CH3:1][O:2][C:3]1[CH:8]=[C:7]([C:9]2[CH:14]=[N:13][CH:12]=[C:11]3[N:15]([CH3:18])[N:16]=[CH:17][C:10]=23)[CH:6]=[CH:5][C:4]=1[NH2:19].[N:20]([C:23]1[CH:28]=[CH:27][CH:26]=[C:25]([C:29]([F:32])([F:31])[F:30])[CH:24]=1)=[C:21]=[O:22], predict the reaction product. The product is: [CH3:1][O:2][C:3]1[CH:8]=[C:7]([C:9]2[CH:14]=[N:13][CH:12]=[C:11]3[N:15]([CH3:18])[N:16]=[CH:17][C:10]=23)[CH:6]=[CH:5][C:4]=1[NH:19][C:21]([NH:20][C:23]1[CH:28]=[CH:27][CH:26]=[C:25]([C:29]([F:30])([F:31])[F:32])[CH:24]=1)=[O:22]. (3) Given the reactants C[O:2][C:3]1[CH:22]=[CH:21][C:6]([O:7][C:8]2[CH:13]=[CH:12][N:11]=[C:10]([NH:14][C:15]3[S:16][CH:17]=[C:18]([CH3:20])[N:19]=3)[CH:9]=2)=[CH:5][CH:4]=1.BrB(Br)Br.CC(=CC)C.C([O-])(O)=O.[Na+], predict the reaction product. The product is: [CH3:20][C:18]1[N:19]=[C:15]([NH:14][C:10]2[CH:9]=[C:8]([O:7][C:6]3[CH:21]=[CH:22][C:3]([OH:2])=[CH:4][CH:5]=3)[CH:13]=[CH:12][N:11]=2)[S:16][CH:17]=1.